From a dataset of NCI-60 drug combinations with 297,098 pairs across 59 cell lines. Regression. Given two drug SMILES strings and cell line genomic features, predict the synergy score measuring deviation from expected non-interaction effect. (1) Drug 2: C(CCl)NC(=O)N(CCCl)N=O. Drug 1: CC1=C(C(=O)C2=C(C1=O)N3CC4C(C3(C2COC(=O)N)OC)N4)N. Synergy scores: CSS=31.7, Synergy_ZIP=-1.19, Synergy_Bliss=-2.35, Synergy_Loewe=-25.6, Synergy_HSA=-3.48. Cell line: SF-295. (2) Drug 1: CCCS(=O)(=O)NC1=C(C(=C(C=C1)F)C(=O)C2=CNC3=C2C=C(C=N3)C4=CC=C(C=C4)Cl)F. Drug 2: C1=CC=C(C(=C1)C(C2=CC=C(C=C2)Cl)C(Cl)Cl)Cl. Cell line: IGROV1. Synergy scores: CSS=5.52, Synergy_ZIP=0.822, Synergy_Bliss=4.25, Synergy_Loewe=0.112, Synergy_HSA=2.77. (3) Drug 1: C1=NC2=C(N=C(N=C2N1C3C(C(C(O3)CO)O)F)Cl)N. Drug 2: COCCOC1=C(C=C2C(=C1)C(=NC=N2)NC3=CC=CC(=C3)C#C)OCCOC.Cl. Cell line: K-562. Synergy scores: CSS=7.03, Synergy_ZIP=-4.43, Synergy_Bliss=-2.13, Synergy_Loewe=-9.04, Synergy_HSA=-6.24.